Predict the reactants needed to synthesize the given product. From a dataset of Full USPTO retrosynthesis dataset with 1.9M reactions from patents (1976-2016). (1) Given the product [NH2:9][C:7]1[CH:6]=[C:5]([NH:10][C:21]([NH:20][CH2:13][C:14]2[CH:19]=[CH:18][CH:17]=[CH:16][CH:15]=2)=[O:22])[CH:4]=[C:3]([C:2]([F:11])([F:12])[F:1])[CH:8]=1, predict the reactants needed to synthesize it. The reactants are: [F:1][C:2]([F:12])([F:11])[C:3]1[CH:8]=[C:7]([NH2:9])[CH:6]=[C:5]([NH2:10])[CH:4]=1.[CH2:13]([N:20]=[C:21]=[O:22])[C:14]1[CH:19]=[CH:18][CH:17]=[CH:16][CH:15]=1. (2) Given the product [F:25][C:2]([F:1])([F:26])[C:3]1[N:4]=[C:5]([NH:8][C:9]([C:11]2[C:16]([NH:17][C:28]3[CH:33]=[C:32]([F:34])[CH:31]=[C:30]([F:35])[CH:29]=3)=[CH:15][CH:14]=[C:13]([CH3:24])[N:12]=2)=[O:10])[S:6][CH:7]=1, predict the reactants needed to synthesize it. The reactants are: [F:1][C:2]([F:26])([F:25])[C:3]1[N:4]=[C:5]([NH:8][C:9]([C:11]2[C:16]([NH:17]C3C=NC=CC=3)=[CH:15][CH:14]=[C:13]([CH3:24])[N:12]=2)=[O:10])[S:6][CH:7]=1.Br[C:28]1[CH:33]=[C:32]([F:34])[CH:31]=[C:30]([F:35])[CH:29]=1. (3) Given the product [CH2:3]([O:10][C:11]1[CH:16]=[CH:15][C:14]([O:17][CH2:20][CH3:21])=[CH:13][C:12]=1[F:18])[C:4]1[CH:5]=[CH:6][CH:7]=[CH:8][CH:9]=1, predict the reactants needed to synthesize it. The reactants are: [H-].[Na+].[CH2:3]([O:10][C:11]1[CH:16]=[CH:15][C:14]([OH:17])=[CH:13][C:12]=1[F:18])[C:4]1[CH:9]=[CH:8][CH:7]=[CH:6][CH:5]=1.I[CH2:20][CH3:21].[Cl-].[Na+]. (4) Given the product [NH:18]1[C:19]2[C:15](=[CH:14][C:13]([N:12]=[C:4]3[C:6]4[C:11](=[CH:10][CH:9]=[CH:8][CH:7]=4)[NH:1][C:2]3=[O:3])=[CH:21][CH:20]=2)[CH:16]=[N:17]1, predict the reactants needed to synthesize it. The reactants are: [NH:1]1[C:11]2[C:6](=[CH:7][CH:8]=[CH:9][CH:10]=2)[C:4](=O)[C:2]1=[O:3].[NH2:12][C:13]1[CH:14]=[C:15]2[C:19](=[CH:20][CH:21]=1)[NH:18][N:17]=[CH:16]2. (5) Given the product [NH2:1][C:2]1[S:3][C:11]([CH2:10][CH2:9][OH:8])=[C:12]([CH3:13])[N:4]=1, predict the reactants needed to synthesize it. The reactants are: [NH2:1][C:2]([NH2:4])=[S:3].C([O:8][CH2:9][CH2:10][CH:11](Cl)[C:12](=O)[CH3:13])(=O)C. (6) Given the product [NH2:22][C:5]1[CH:4]=[C:3]([C:25]([F:28])([F:27])[F:26])[C:2]([CH3:1])=[CH:7][C:6]=1[NH:8][CH:9]1[CH2:10][CH2:11][N:12]([C:15]([O:17][C:18]([CH3:21])([CH3:20])[CH3:19])=[O:16])[CH2:13][CH2:14]1, predict the reactants needed to synthesize it. The reactants are: [CH3:1][C:2]1[C:3]([C:25]([F:28])([F:27])[F:26])=[CH:4][C:5]([N+:22]([O-])=O)=[C:6]([NH:8][CH:9]2[CH2:14][CH2:13][N:12]([C:15]([O:17][C:18]([CH3:21])([CH3:20])[CH3:19])=[O:16])[CH2:11][CH2:10]2)[CH:7]=1.O.NN.